From a dataset of Full USPTO retrosynthesis dataset with 1.9M reactions from patents (1976-2016). Predict the reactants needed to synthesize the given product. (1) Given the product [ClH:36].[N:23]12[CH2:24][CH2:25][CH:26]([CH2:27][CH2:28]1)[C@@H:21]([NH:20][C:18]([C:15]1[S:16][C:17]3[C:9]([C:5]4[CH:4]=[C:3]([NH:2][C:34]([C:33]5[O:29][N:30]=[CH:31][CH:32]=5)=[O:35])[CH:8]=[CH:7][CH:6]=4)=[CH:10][CH:11]=[CH:12][C:13]=3[CH:14]=1)=[O:19])[CH2:22]2, predict the reactants needed to synthesize it. The reactants are: Cl.[NH2:2][C:3]1[CH:4]=[C:5]([C:9]2[C:17]3[S:16][C:15]([C:18]([NH:20][C@@H:21]4[CH:26]5[CH2:27][CH2:28][N:23]([CH2:24][CH2:25]5)[CH2:22]4)=[O:19])=[CH:14][C:13]=3[CH:12]=[CH:11][CH:10]=2)[CH:6]=[CH:7][CH:8]=1.[O:29]1[C:33]([C:34]([Cl:36])=[O:35])=[CH:32][CH:31]=[N:30]1. (2) Given the product [CH3:33][C:27]([O:26][C:25]1[CH:34]=[CH:35][C:22]([O:18][CH2:17][CH2:16][CH2:15][CH2:14][C:12]2[O:11][N:10]=[C:9]([C:6]3[CH:5]=[CH:4][C:3]([C:2]([F:1])([F:19])[F:20])=[CH:8][CH:7]=3)[CH:13]=2)=[CH:23][CH:24]=1)([CH3:32])[C:28]([OH:30])=[O:29], predict the reactants needed to synthesize it. The reactants are: [F:1][C:2]([F:20])([F:19])[C:3]1[CH:8]=[CH:7][C:6]([C:9]2[CH:13]=[C:12]([CH2:14][CH2:15][CH2:16][CH2:17][OH:18])[O:11][N:10]=2)=[CH:5][CH:4]=1.O[C:22]1[CH:35]=[CH:34][C:25]([O:26][C:27]([CH3:33])([CH3:32])[C:28]([O:30]C)=[O:29])=[CH:24][CH:23]=1.C1(P(C2C=CC=CC=2)C2C=CC=CC=2)C=CC=CC=1.N(C(OCC)=O)=NC(OCC)=O. (3) Given the product [NH2:11][C@@H:10]1[CH2:9][CH2:8][N:7]([CH2:12][CH2:26][C:27]2[CH:32]=[CH:31][CH:30]=[CH:29][CH:28]=2)[CH2:6][C@@H:5]1[C:3]([N:21]1[CH2:22][CH2:23][S:19][CH2:20]1)=[O:4], predict the reactants needed to synthesize it. The reactants are: CO[C:3]([C@@H:5]1[C@H:10]([NH2:11])[CH2:9][CH2:8][N:7]([C:12](OC(C)(C)C)=O)[CH2:6]1)=[O:4].[S:19]1[CH2:23][CH2:22][NH:21][CH2:20]1.BrC[CH2:26][C:27]1[CH:32]=[CH:31][CH:30]=[CH:29][CH:28]=1. (4) Given the product [CH3:1][C:2]1[N:3]=[CH:4][N:5]([CH2:7][CH:8]([C:10]2[S:11][CH:12]=[CH:13][N:14]=2)[O:9][C:29]2[CH:30]=[CH:31][C:22]([CH2:21][CH2:20][C:19]3[CH:18]=[CH:17][C:16]([F:15])=[CH:34][CH:33]=3)=[C:23]([CH:28]=2)[C:24]([O:26][CH3:27])=[O:25])[CH:6]=1, predict the reactants needed to synthesize it. The reactants are: [CH3:1][C:2]1[N:3]=[CH:4][N:5]([CH2:7][CH:8]([C:10]2[S:11][CH:12]=[CH:13][N:14]=2)[OH:9])[CH:6]=1.[F:15][C:16]1[CH:34]=[CH:33][C:19]([CH2:20][CH2:21][C:22]2[CH:31]=[CH:30][C:29](O)=[CH:28][C:23]=2[C:24]([O:26][CH3:27])=[O:25])=[CH:18][CH:17]=1.C1(P(C2C=CC=CC=2)C2C=CC=CC=2)C=CC=CC=1.CCOC(/N=N/C(OCC)=O)=O. (5) The reactants are: [Br:1][C:2]1[N:7]=[C:6](Br)[CH:5]=[CH:4][N:3]=1.[O:9]1[CH2:14][CH2:13][CH:12]([N:15]2[CH2:20][CH2:19][NH:18][CH2:17][CH2:16]2)[CH2:11][CH2:10]1.Cl.CCN(C(C)C)C(C)C. Given the product [Br:1][C:2]1[N:7]=[C:6]([N:18]2[CH2:17][CH2:16][N:15]([CH:12]3[CH2:13][CH2:14][O:9][CH2:10][CH2:11]3)[CH2:20][CH2:19]2)[CH:5]=[CH:4][N:3]=1, predict the reactants needed to synthesize it. (6) Given the product [CH:16]1([O:21][C:22]2[CH:27]=[CH:26][C:25]([F:28])=[CH:24][C:23]=2[N:29]2[CH2:34][CH2:33][N:32]([CH2:2][CH2:3][CH2:4][N:5]3[C:13](=[O:14])[CH:12]4[CH:7]([CH2:8][CH:9]=[CH:10][CH2:11]4)[C:6]3=[O:15])[CH2:31][CH2:30]2)[CH2:20][CH2:19][CH2:18][CH2:17]1, predict the reactants needed to synthesize it. The reactants are: Cl[CH2:2][CH2:3][CH2:4][N:5]1[C:13](=[O:14])[CH:12]2[CH:7]([CH2:8][CH:9]=[CH:10][CH2:11]2)[C:6]1=[O:15].[CH:16]1([O:21][C:22]2[CH:27]=[CH:26][C:25]([F:28])=[CH:24][C:23]=2[N:29]2[CH2:34][CH2:33][NH:32][CH2:31][CH2:30]2)[CH2:20][CH2:19][CH2:18][CH2:17]1.C(=O)([O-])[O-].[K+].[K+].[I-].[K+].